From a dataset of Reaction yield outcomes from USPTO patents with 853,638 reactions. Predict the reaction yield, written as a fraction of the theoretical maximum amount of product (1.0 means a 100% yield; for example, 0.34 means a 34% yield). (1) The reactants are Cl[C:2]1[CH:9]=[C:8]([C:10]2[C:14]([C:15]([F:18])([F:17])[F:16])=[CH:13][NH:12][N:11]=2)[CH:7]=[CH:6][C:3]=1[C:4]#[N:5].[F:19][C:20]([F:24])([F:23])[CH2:21][SH:22].C(=O)([O-])[O-].[K+].[K+].O. The catalyst is CN(C)C=O. The product is [F:19][C:20]([F:24])([F:23])[CH2:21][S:22][C:2]1[CH:9]=[C:8]([C:10]2[C:14]([C:15]([F:18])([F:17])[F:16])=[CH:13][NH:12][N:11]=2)[CH:7]=[CH:6][C:3]=1[C:4]#[N:5]. The yield is 0.571. (2) The reactants are I[C:2]1[CH:7]=[CH:6][C:5]([N+:8]([O-:10])=[O:9])=[CH:4][C:3]=1[CH3:11].[CH3:12][N:13](C)C=O. The catalyst is C(OC(=O)C)C.[C-]#N.[Zn+2].[C-]#N.[Pd].C1(P(C2C=CC=CC=2)C2C=CC=CC=2)C=CC=CC=1.C1(P(C2C=CC=CC=2)C2C=CC=CC=2)C=CC=CC=1.C1(P(C2C=CC=CC=2)C2C=CC=CC=2)C=CC=CC=1.C1(P(C2C=CC=CC=2)C2C=CC=CC=2)C=CC=CC=1. The product is [CH3:11][C:3]1[CH:4]=[C:5]([N+:8]([O-:10])=[O:9])[CH:6]=[CH:7][C:2]=1[C:12]#[N:13]. The yield is 0.810. (3) The reactants are C([O-])([O-])=O.[Ca+2].[O:6]1[C:10]2[CH:11]=[CH:12][CH:13]=[C:14]([NH2:15])[C:9]=2[O:8][CH2:7]1.[I:16](Cl)(=O)=O.I(Cl)(=O)=O.C[N+](C)(C)CC1C=CC=CC=1. The catalyst is C(Cl)Cl.CO.O. The product is [I:16][C:11]1[C:10]2[O:6][CH2:7][O:8][C:9]=2[C:14]([NH2:15])=[CH:13][CH:12]=1. The yield is 0.469. (4) The reactants are [Br:1][C:2]1[C:3]([OH:13])=[C:4]([CH:7]=[C:8]([N+:10]([O-:12])=[O:11])[CH:9]=1)[CH:5]=[O:6].I[CH3:15]. The catalyst is [Ag]=O.C(#N)C. The product is [Br:1][C:2]1[C:3]([O:13][CH3:15])=[C:4]([CH:7]=[C:8]([N+:10]([O-:12])=[O:11])[CH:9]=1)[CH:5]=[O:6]. The yield is 0.460. (5) The reactants are [Cl:1][C:2]1[CH:3]=[C:4]([OH:9])[CH:5]=[CH:6][C:7]=1[CH3:8].IC.[C:12](=O)([O-])[O-].[K+].[K+]. The catalyst is CN(C=O)C. The product is [Cl:1][C:2]1[CH:3]=[C:4]([O:9][CH3:12])[CH:5]=[CH:6][C:7]=1[CH3:8]. The yield is 1.00. (6) The reactants are [C:1]([O:5][C:6](=[O:22])[N:7](C1C=CC=C(O)C=1)[CH2:8][C:9]1[CH:14]=[CH:13][CH:12]=[CH:11][CH:10]=1)([CH3:4])([CH3:3])[CH3:2].C(=O)([O-])[O-].[K+].[K+].S([O:39][CH2:40][CH:41]1[CH2:46][CH2:45][N:44]([C:47]([O:49][CH2:50][C:51]2[CH:56]=[CH:55][CH:54]=[CH:53][CH:52]=2)=[O:48])[CH2:43][CH2:42]1)(C1C=CC(C)=CC=1)(=O)=O. The catalyst is CN(C=O)C.C(OCC)(=O)C. The product is [C:1]([O:5][C:6]([NH:7][CH:8]([C:9]1[CH:10]=[CH:11][CH:12]=[CH:13][CH:14]=1)[C:9]1[CH:10]=[C:11]([CH:12]=[CH:13][CH:14]=1)[O:39][CH2:40][CH:41]1[CH2:42][CH2:43][N:44]([C:47]([O:49][CH2:50][C:51]2[CH:52]=[CH:53][CH:54]=[CH:55][CH:56]=2)=[O:48])[CH2:45][CH2:46]1)=[O:22])([CH3:2])([CH3:3])[CH3:4]. The yield is 0.630.